This data is from Forward reaction prediction with 1.9M reactions from USPTO patents (1976-2016). The task is: Predict the product of the given reaction. The product is: [Br:12][C:11]1[N:10]=[C:9]([C:21]([CH3:22])([CH3:23])[CH3:24])[NH:8][C:7]=1[C:28]1[CH:29]=[CH:30][N:31]=[C:26]([Cl:25])[N:27]=1. Given the reactants [Li]CCCC.Br[C:7]1[N:8]=[C:9]([C:21]([CH3:24])([CH3:23])[CH3:22])[N:10](COCC[Si](C)(C)C)[C:11]=1[Br:12].[Cl:25][C:26]1[N:31]=[CH:30][CH:29]=[CH:28][N:27]=1, predict the reaction product.